Dataset: Catalyst prediction with 721,799 reactions and 888 catalyst types from USPTO. Task: Predict which catalyst facilitates the given reaction. (1) Reactant: [CH3:1][C:2]([CH3:13])([C:4](=O)[CH2:5][C:6](=O)[C:7]([CH3:10])([CH3:9])[CH3:8])[CH3:3].Cl.[N+:15]([C:18]1[CH:22]=[N:21][NH:20][C:19]=1[NH2:23])([O-:17])=[O:16]. Product: [C:2]([C:4]1[CH:5]=[C:6]([C:7]([CH3:10])([CH3:9])[CH3:8])[N:20]2[N:21]=[CH:22][C:18]([N+:15]([O-:17])=[O:16])=[C:19]2[N:23]=1)([CH3:13])([CH3:3])[CH3:1]. The catalyst class is: 15. (2) Reactant: [CH3:1][CH:2]([O:4][C:5]1[CH:10]=[CH:9][C:8]([C:11]2([CH3:18])[NH:15][C:14](=[O:16])[NH:13][C:12]2=[O:17])=[CH:7][CH:6]=1)[CH3:3].C(=O)([O-])[O-].[K+].[K+].Br[CH2:26][C:27]([N:29]1[CH2:34][CH2:33][N:32]([C:35]2[CH:40]=[CH:39][C:38]([C:41]([O:50]COC)([C:46]([F:49])([F:48])[F:47])[C:42]([F:45])([F:44])[F:43])=[CH:37][C:36]=2/[CH:54]=[CH:55]\[CH3:56])[C@H:31]([CH3:57])[CH2:30]1)=[O:28].Cl.C(OCC)(=O)C. Product: [F:48][C:46]([F:47])([F:49])[C:41]([C:38]1[CH:39]=[CH:40][C:35]([N:32]2[CH2:33][CH2:34][N:29]([C:27](=[O:28])[CH2:26][N:13]3[C:12](=[O:17])[C@:11]([C:8]4[CH:7]=[CH:6][C:5]([O:4][CH:2]([CH3:1])[CH3:3])=[CH:10][CH:9]=4)([CH3:18])[NH:15][C:14]3=[O:16])[CH2:30][CH:31]2[CH3:57])=[C:36](/[CH:54]=[CH:55]\[CH3:56])[CH:37]=1)([OH:50])[C:42]([F:45])([F:44])[F:43]. The catalyst class is: 288.